From a dataset of Catalyst prediction with 721,799 reactions and 888 catalyst types from USPTO. Predict which catalyst facilitates the given reaction. (1) Reactant: Cl[CH2:2][CH2:3][CH2:4][N:5]1[CH2:10][CH2:9][O:8][CH2:7][CH2:6]1.C([O-])([O-])=O.[Cs+].[Cs+].[CH3:17][C:18]1([CH3:30])[C:22]([CH3:24])([CH3:23])[O:21][B:20]([C:25]2[CH:26]=[N:27][NH:28][CH:29]=2)[O:19]1. Product: [CH3:17][C:18]1([CH3:30])[C:22]([CH3:23])([CH3:24])[O:21][B:20]([C:25]2[CH:29]=[N:28][N:27]([CH2:2][CH2:3][CH2:4][N:5]3[CH2:10][CH2:9][O:8][CH2:7][CH2:6]3)[CH:26]=2)[O:19]1. The catalyst class is: 3. (2) Product: [S:24]1[C:28]2[CH:29]=[CH:30][CH:31]=[CH:32][C:27]=2[CH:26]=[C:25]1[CH2:33][C:34]1[CH:35]=[CH:36][C:37]([S:15]([C:18]([F:19])([F:20])[F:21])(=[O:16])=[O:17])=[C:38]([C@@H:40]2[O:69][C@H:68]([CH2:70][O:71][CH2:72][C:73]3[CH:78]=[CH:77][CH:76]=[CH:75][CH:74]=3)[C@@H:59]([O:60][CH2:61][C:62]3[CH:63]=[CH:64][CH:65]=[CH:66][CH:67]=3)[C@H:50]([O:51][CH2:52][C:53]3[CH:58]=[CH:57][CH:56]=[CH:55][CH:54]=3)[C@H:41]2[O:42][CH2:43][C:44]2[CH:45]=[CH:46][CH:47]=[CH:48][CH:49]=2)[CH:39]=1. Reactant: N1C(C)=CC=CC=1C.[F:19][C:18]([F:21])([F:20])[S:15](O[S:15]([C:18]([F:21])([F:20])[F:19])(=[O:17])=[O:16])(=[O:17])=[O:16].[S:24]1[C:28]2[CH:29]=[CH:30][CH:31]=[CH:32][C:27]=2[CH:26]=[C:25]1[CH2:33][C:34]1[CH:35]=[CH:36][C:37](O)=[C:38]([C@@H:40]2[O:69][C@H:68]([CH2:70][O:71][CH2:72][C:73]3[CH:78]=[CH:77][CH:76]=[CH:75][CH:74]=3)[C@@H:59]([O:60][CH2:61][C:62]3[CH:67]=[CH:66][CH:65]=[CH:64][CH:63]=3)[C@H:50]([O:51][CH2:52][C:53]3[CH:58]=[CH:57][CH:56]=[CH:55][CH:54]=3)[C@H:41]2[O:42][CH2:43][C:44]2[CH:49]=[CH:48][CH:47]=[CH:46][CH:45]=2)[CH:39]=1.C(=O)(O)[O-].[Na+]. The catalyst class is: 4. (3) Reactant: [NH2:1][C:2]1([C:19]2[CH:24]=[N:23][CH:22]=[CH:21][N:20]=2)[CH2:6][N:5]([C:7]2[N:12]=[C:11]([O:13][CH3:14])[C:10]([F:15])=[C:9]([CH3:16])[N:8]=2)[CH2:4][CH:3]1[CH2:17][OH:18].[C:25]([N:33]=[C:34]=[S:35])(=[O:32])[C:26]1[CH:31]=[CH:30][CH:29]=[CH:28][CH:27]=1. Product: [F:15][C:10]1[C:11]([O:13][CH3:14])=[N:12][C:7]([N:5]2[CH2:4][CH:3]([CH2:17][OH:18])[C:2]([NH:1][C:34]([NH:33][C:25](=[O:32])[C:26]3[CH:27]=[CH:28][CH:29]=[CH:30][CH:31]=3)=[S:35])([C:19]3[CH:24]=[N:23][CH:22]=[CH:21][N:20]=3)[CH2:6]2)=[N:8][C:9]=1[CH3:16]. The catalyst class is: 7. (4) Reactant: C([O:3][C:4](=[O:33])[C@H:5]([CH3:32])[CH2:6][C@H:7]([NH:21][C:22]([C:24]1O[CH:26]=[C:27]([OH:31])[C:28](=[O:30])[CH:29]=1)=[O:23])[CH2:8][C:9]1[CH:14]=[CH:13][C:12]([C:15]2[CH:20]=[CH:19][CH:18]=[CH:17][CH:16]=2)=[CH:11][CH:10]=1)C.[CH3:34][NH2:35]. Product: [C:12]1([C:15]2[CH:20]=[CH:19][CH:18]=[CH:17][CH:16]=2)[CH:13]=[CH:14][C:9]([CH2:8][C@@H:7]([NH:21][C:22]([C:24]2[N:35]([CH3:34])[CH:26]=[C:27]([OH:31])[C:28](=[O:30])[CH:29]=2)=[O:23])[CH2:6][C@@H:5]([CH3:32])[C:4]([OH:3])=[O:33])=[CH:10][CH:11]=1. The catalyst class is: 6. (5) Reactant: [H-].[Na+].C(OP([CH2:11][C:12]([O:14][CH2:15][CH3:16])=[O:13])(OCC)=O)C.[Br:17][C:18]1[CH:19]=[CH:20][C:21]([N:26]2[CH2:30][CH2:29][CH2:28][CH:27]2[CH3:31])=[C:22]([CH:25]=1)[CH:23]=O.O. Product: [Br:17][C:18]1[CH:19]=[CH:20][C:21]([N:26]2[CH2:30][CH2:29][CH2:28][CH:27]2[CH3:31])=[C:22](/[CH:23]=[CH:11]/[C:12]([O:14][CH2:15][CH3:16])=[O:13])[CH:25]=1. The catalyst class is: 11. (6) Reactant: [Br:1][C:2]1[CH:18]=[CH:17][C:5]([C:6]([NH:8][CH2:9][CH2:10][C:11]2[CH:16]=[CH:15][CH:14]=[CH:13][CH:12]=2)=[O:7])=[CH:4][CH:3]=1.[C:19](Cl)(=[O:21])[CH3:20].[Cl-].[Al+3].[Cl-].[Cl-]. Product: [C:19]([C:14]1[CH:13]=[CH:12][C:11]([CH2:10][CH2:9][NH:8][C:6](=[O:7])[C:5]2[CH:17]=[CH:18][C:2]([Br:1])=[CH:3][CH:4]=2)=[CH:16][CH:15]=1)(=[O:21])[CH3:20]. The catalyst class is: 4.